This data is from NCI-60 drug combinations with 297,098 pairs across 59 cell lines. The task is: Regression. Given two drug SMILES strings and cell line genomic features, predict the synergy score measuring deviation from expected non-interaction effect. (1) Drug 1: CN(C)C1=NC(=NC(=N1)N(C)C)N(C)C. Drug 2: C1=CC(=CC=C1CCCC(=O)O)N(CCCl)CCCl. Cell line: NCI-H522. Synergy scores: CSS=15.5, Synergy_ZIP=-0.967, Synergy_Bliss=-3.71, Synergy_Loewe=-14.0, Synergy_HSA=-6.40. (2) Drug 1: CC(C)NC(=O)C1=CC=C(C=C1)CNNC.Cl. Drug 2: C1C(C(OC1N2C=NC3=C2NC=NCC3O)CO)O. Cell line: 786-0. Synergy scores: CSS=-0.784, Synergy_ZIP=0.0428, Synergy_Bliss=-0.676, Synergy_Loewe=-2.26, Synergy_HSA=-1.52.